From a dataset of Reaction yield outcomes from USPTO patents with 853,638 reactions. Predict the reaction yield, written as a fraction of the theoretical maximum amount of product (1.0 means a 100% yield; for example, 0.34 means a 34% yield). (1) The reactants are C(N(C(C)C)CC)(C)C.[Cl:10][C:11]1[CH:16]=[CH:15][C:14]([CH2:17]Cl)=[CH:13][N+:12]=1[O-:19].[C:20]1([N:26]2[CH2:31][CH2:30][NH:29][CH2:28][CH2:27]2)[CH:25]=[CH:24][CH:23]=[CH:22][CH:21]=1.[I-].[K+].[N-]=C=O.C1(S)C=CC=CC=1.C(=O)([O-])[O-]. The catalyst is O1CCCC1.C(O)C. The product is [Cl:10][C:11]1[N+:12]([O-:19])=[CH:13][C:14]([CH2:17][N:29]2[CH2:30][CH2:31][N:26]([C:20]3[CH:25]=[CH:24][CH:23]=[CH:22][CH:21]=3)[CH2:27][CH2:28]2)=[CH:15][CH:16]=1. The yield is 0.830. (2) The reactants are C[O:2][C:3]([C:5]1[C:10](Cl)=[CH:9][C:8](=[O:12])[N:7]([C:13]2[CH:18]=[CH:17][CH:16]=[CH:15][CH:14]=2)[N:6]=1)=[O:4].[Br:19][C:20]1[CH:26]=[CH:25][C:23]([NH2:24])=[C:22]([F:27])[CH:21]=1.C(=O)([O-])[O-].[Cs+].[Cs+].O. The catalyst is ClC1C=CC=CC=1Cl.CCOC(C)=O. The product is [Br:19][C:20]1[CH:26]=[CH:25][C:23]([NH:24][C:10]2[C:5]([C:3]([OH:2])=[O:4])=[N:6][N:7]([C:13]3[CH:18]=[CH:17][CH:16]=[CH:15][CH:14]=3)[C:8](=[O:12])[CH:9]=2)=[C:22]([F:27])[CH:21]=1. The yield is 0.430. (3) The reactants are [CH3:1][O:2][C:3]1[CH:4]=[C:5]2[C:10](=[CH:11][C:12]=1[O:13][CH2:14][CH2:15][O:16][CH3:17])[N:9]=[CH:8][N:7]=[C:6]2[S:18][C:19]1[CH:20]=[C:21]([CH:23]=[CH:24][CH:25]=1)[NH2:22].[CH:26]([C:29]1[O:33][N:32]=[C:31]([NH:34][C:35](=O)[O:36]C2C=CC=CC=2)[CH:30]=1)([CH3:28])[CH3:27]. No catalyst specified. The product is [CH:26]([C:29]1[O:33][N:32]=[C:31]([NH:34][C:35]([NH:22][C:21]2[CH:23]=[CH:24][CH:25]=[C:19]([S:18][C:6]3[C:5]4[C:10](=[CH:11][C:12]([O:13][CH2:14][CH2:15][O:16][CH3:17])=[C:3]([O:2][CH3:1])[CH:4]=4)[N:9]=[CH:8][N:7]=3)[CH:20]=2)=[O:36])[CH:30]=1)([CH3:28])[CH3:27]. The yield is 0.470. (4) The reactants are [CH3:1][N:2]([CH3:20])[C:3]1[CH:19]=[CH:18][C:6]([C:7]([N:9]2[CH:14]3[CH2:15][CH2:16][CH:10]2[CH2:11][C:12](=[O:17])[CH2:13]3)=[O:8])=[CH:5][CH:4]=1.[BH4-].[Na+]. The product is [CH3:1][N:2]([CH3:20])[C:3]1[CH:4]=[CH:5][C:6]([C:7]([N:9]2[CH:14]3[CH2:15][CH2:16][CH:10]2[CH2:11][CH:12]([OH:17])[CH2:13]3)=[O:8])=[CH:18][CH:19]=1. The catalyst is CO. The yield is 0.570. (5) The reactants are [F:1][C:2]1[CH:7]=[C:6]([O:8][C:9]2[CH:14]=[CH:13][N:12]=[C:11]([C:15]3[CH:16]=[N:17][N:18]([CH3:20])[CH:19]=3)[CH:10]=2)[CH:5]=[CH:4][C:3]=1[NH2:21].C([O-])(O)=O.[Na+].Cl[C:28]([O:30][C:31]([CH3:33])=[CH2:32])=[O:29]. The catalyst is CCOC(C)=O. The product is [F:1][C:2]1[CH:7]=[C:6]([O:8][C:9]2[CH:14]=[CH:13][N:12]=[C:11]([C:15]3[CH:16]=[N:17][N:18]([CH3:20])[CH:19]=3)[CH:10]=2)[CH:5]=[CH:4][C:3]=1[NH:21][C:28](=[O:29])[O:30][C:31]([CH3:33])=[CH2:32]. The yield is 0.900. (6) The reactants are C(OC([N:8]1[CH2:13][CH2:12][CH2:11][CH:10]([CH2:14][C:15]([NH:17][CH2:18][CH2:19][OH:20])=[O:16])[CH2:9]1)=O)(C)(C)C.[ClH:21]. The catalyst is O1CCOCC1. The product is [ClH:21].[OH:20][CH2:19][CH2:18][NH:17][C:15](=[O:16])[CH2:14][CH:10]1[CH2:11][CH2:12][CH2:13][NH:8][CH2:9]1. The yield is 0.940.